From a dataset of Full USPTO retrosynthesis dataset with 1.9M reactions from patents (1976-2016). Predict the reactants needed to synthesize the given product. (1) Given the product [Cl:11][C:4]1[CH:3]=[C:2]([B:12]2[O:16][C:15]([CH3:18])([CH3:17])[C:14]([CH3:20])([CH3:19])[O:13]2)[CH:7]=[C:6]([N+:8]([O-:10])=[O:9])[CH:5]=1.[CH3:17][C:15]([OH:16])([C:14]([CH3:20])([OH:13])[CH3:19])[CH3:18], predict the reactants needed to synthesize it. The reactants are: Br[C:2]1[CH:7]=[C:6]([N+:8]([O-:10])=[O:9])[CH:5]=[C:4]([Cl:11])[CH:3]=1.[B:12]1([B:12]2[O:16][C:15]([CH3:18])([CH3:17])[C:14]([CH3:20])([CH3:19])[O:13]2)[O:16][C:15]([CH3:18])([CH3:17])[C:14]([CH3:20])([CH3:19])[O:13]1.C([O-])(=O)C.[K+].CS(C)=O. (2) Given the product [CH2:1]([O:3][C:4](=[O:18])[CH:5]=[CH:6][C:7]1[CH:12]=[CH:11][C:10]([C:13]([CH3:14])([CH3:16])[CH3:15])=[CH:9][C:8]=1[O:17][CH2:23][CH2:24][N:25]1[CH2:30][CH2:29][CH2:28][CH2:27][CH2:26]1)[CH3:2], predict the reactants needed to synthesize it. The reactants are: [CH2:1]([O:3][C:4](=[O:18])[CH:5]=[CH:6][C:7]1[CH:12]=[CH:11][C:10]([C:13]([CH3:16])([CH3:15])[CH3:14])=[CH:9][C:8]=1[OH:17])[CH3:2].[H-].[Na+].Cl.Cl[CH2:23][CH2:24][N:25]1[CH2:30][CH2:29][CH2:28][CH2:27][CH2:26]1. (3) Given the product [N+:1]([C:4]1[CH:16]=[CH:15][C:14]2[C:13]3[C:8](=[CH:9][C:10]([N+:17]([O-:19])=[O:18])=[CH:11][CH:12]=3)[C:7]([C:16]3[CH:15]=[CH:14][CH:6]=[CH:5][C:4]=3[NH2:1])([C:23]3[CH:24]=[CH:25][CH:26]=[CH:27][C:22]=3[NH2:21])[C:6]=2[CH:5]=1)([O-:3])=[O:2], predict the reactants needed to synthesize it. The reactants are: [N+:1]([C:4]1[C:5](=O)[C:6]2[C:14](=[CH:15][CH:16]=1)[C:13]1[C:8](=[CH:9][C:10]([N+:17]([O-:19])=[O:18])=[CH:11][CH:12]=1)[CH:7]=2)([O-:3])=[O:2].[NH2:21][C:22]1[CH:27]=[CH:26][CH:25]=[CH:24][CH:23]=1. (4) Given the product [Br:1][C:2]1[CH:10]=[CH:9][C:5]([C:6]([NH:21][CH2:20][C:16]2[CH:17]=[CH:18][CH:19]=[C:14]([O:13][CH3:12])[CH:15]=2)=[O:8])=[CH:4][C:3]=1[CH3:11], predict the reactants needed to synthesize it. The reactants are: [Br:1][C:2]1[CH:10]=[CH:9][C:5]([C:6]([OH:8])=O)=[CH:4][C:3]=1[CH3:11].[CH3:12][O:13][C:14]1[CH:15]=[C:16]([CH2:20][NH2:21])[CH:17]=[CH:18][CH:19]=1.CCN(C(C)C)C(C)C.CN(C(ON1N=NC2C=CC=NC1=2)=[N+](C)C)C.F[P-](F)(F)(F)(F)F. (5) Given the product [C:1]1([N:8]2[CH2:12][CH2:11][CH2:10][CH2:9]2)[CH2:6][CH2:5][CH2:4][CH2:3][CH:2]=1, predict the reactants needed to synthesize it. The reactants are: [C:1]1(=O)[CH2:6][CH2:5][CH2:4][CH2:3][CH2:2]1.[NH:8]1[CH2:12][CH2:11][CH2:10][CH2:9]1. (6) Given the product [Cl:25][C:8]1[C:7]([CH3:26])=[C:6]([C:27](=[O:29])[CH3:28])[C:5]([O:4][CH2:3][CH2:2][N:30]2[CH2:35][CH2:34][CH2:33][CH2:32][CH2:31]2)=[C:10]([O:11][CH2:12][CH2:13][CH:14]([C:16]2[CH:21]=[CH:20][C:19]([F:22])=[CH:18][CH:17]=2)[CH3:15])[C:9]=1[O:23][CH3:24], predict the reactants needed to synthesize it. The reactants are: Br[CH2:2][CH2:3][O:4][C:5]1[C:10]([O:11][CH2:12][CH2:13][CH:14]([C:16]2[CH:21]=[CH:20][C:19]([F:22])=[CH:18][CH:17]=2)[CH3:15])=[C:9]([O:23][CH3:24])[C:8]([Cl:25])=[C:7]([CH3:26])[C:6]=1[C:27](=[O:29])[CH3:28].[NH:30]1[CH2:35][CH2:34][CH2:33][CH2:32][CH2:31]1. (7) Given the product [F:1][C:2]1[CH:7]=[C:6]([NH:8][C:9]2[CH:10]=[N:11][CH:12]=[CH:13][CH:14]=2)[C:5]([NH2:15])=[CH:4][CH:3]=1, predict the reactants needed to synthesize it. The reactants are: [F:1][C:2]1[CH:3]=[CH:4][C:5]([N+:15]([O-])=O)=[C:6]([NH:8][C:9]2[CH:10]=[N:11][CH:12]=[CH:13][CH:14]=2)[CH:7]=1. (8) The reactants are: Br[CH2:2][CH2:3][CH2:4][C:5]1[CH:10]=[CH:9][CH:8]=[CH:7][CH:6]=1.C([O-])([O-])=O.[K+].[K+].[C:17]([O:21][C:22](=[O:47])[CH2:23][N:24]1[C:28]2[CH:29]=[CH:30][C:31]([NH:33][S:34]([C:37]3[CH:42]=[CH:41][C:40]([F:43])=[CH:39][CH:38]=3)(=[O:36])=[O:35])=[CH:32][C:27]=2[N:26]=[C:25]1[CH2:44][CH2:45][CH3:46])([CH3:20])([CH3:19])[CH3:18]. Given the product [C:17]([O:21][C:22](=[O:47])[CH2:23][N:24]1[C:28]2[CH:29]=[CH:30][C:31]([N:33]([S:34]([C:37]3[CH:38]=[CH:39][C:40]([F:43])=[CH:41][CH:42]=3)(=[O:35])=[O:36])[CH2:2][CH2:3][CH2:4][C:5]3[CH:10]=[CH:9][CH:8]=[CH:7][CH:6]=3)=[CH:32][C:27]=2[N:26]=[C:25]1[CH2:44][CH2:45][CH3:46])([CH3:20])([CH3:19])[CH3:18], predict the reactants needed to synthesize it. (9) Given the product [CH2:36]([O:35][C:29]([C:30]1[C:31]([CH3:33])=[N:1][C:2]2[C:7]([CH:40]=1)=[CH:6][CH:5]=[C:4]([NH:10][C:11]([C:13]1[C:14]([C:19]3[CH:20]=[CH:21][C:22]([C:25]([F:26])([F:28])[F:27])=[CH:23][CH:24]=3)=[CH:15][CH:16]=[CH:17][CH:18]=1)=[O:12])[CH:3]=2)=[O:34])[CH3:37], predict the reactants needed to synthesize it. The reactants are: [NH2:1][C:2]1[CH:3]=[C:4]([NH:10][C:11]([C:13]2[C:14]([C:19]3[CH:24]=[CH:23][C:22]([C:25]([F:28])([F:27])[F:26])=[CH:21][CH:20]=3)=[CH:15][CH:16]=[CH:17][CH:18]=2)=[O:12])[CH:5]=[CH:6][C:7]=1C=O.[C:29]([O:35][CH2:36][CH3:37])(=[O:34])[CH2:30][C:31]([CH3:33])=O.[OH-].[Na+].[C:40](O)(=O)C. (10) Given the product [NH2:34][C:20]1[N:21]=[C:22]([C:24]2[CH:33]=[C:32]3[C:27]([CH2:28][CH2:29][N:30]([C:8]([NH:7][C:1]4[CH:6]=[CH:5][CH:4]=[CH:3][CH:2]=4)=[O:9])[CH2:31]3)=[CH:26][CH:25]=2)[CH:23]=[C:18]([N:15]2[CH2:14][CH2:13][N:12]([CH3:11])[CH2:17][CH2:16]2)[N:19]=1, predict the reactants needed to synthesize it. The reactants are: [C:1]1([N:7]=[C:8]=[O:9])[CH:6]=[CH:5][CH:4]=[CH:3][CH:2]=1.Cl.[CH3:11][N:12]1[CH2:17][CH2:16][N:15]([C:18]2[CH:23]=[C:22]([C:24]3[CH:33]=[C:32]4[C:27]([CH2:28][CH2:29][NH:30][CH2:31]4)=[CH:26][CH:25]=3)[N:21]=[C:20]([NH2:34])[N:19]=2)[CH2:14][CH2:13]1.